This data is from Forward reaction prediction with 1.9M reactions from USPTO patents (1976-2016). The task is: Predict the product of the given reaction. (1) Given the reactants [H-].[Na+].[CH:3]1([S:6]([NH2:9])(=[O:8])=[O:7])[CH2:5][CH2:4]1.[C:10]([C:14]1[CH:19]=[CH:18][C:17]([C:20]2[CH:25]=[CH:24][CH:23]=[C:22]([CH:26]3[C:35]([CH3:37])([CH3:36])[CH2:34][C:33]4[C:28](=[C:29]([C:39](O)=[O:40])[CH:30]=[C:31]([Cl:38])[CH:32]=4)[NH:27]3)[CH:21]=2)=[CH:16][CH:15]=1)([CH3:13])([CH3:12])[CH3:11].C(N1C=CN=C1)(N1C=CN=C1)=O, predict the reaction product. The product is: [C:10]([C:14]1[CH:19]=[CH:18][C:17]([C:20]2[CH:25]=[CH:24][CH:23]=[C:22]([CH:26]3[C:35]([CH3:37])([CH3:36])[CH2:34][C:33]4[C:28](=[C:29]([C:39]([NH:9][S:6]([CH:3]5[CH2:5][CH2:4]5)(=[O:8])=[O:7])=[O:40])[CH:30]=[C:31]([Cl:38])[CH:32]=4)[NH:27]3)[CH:21]=2)=[CH:16][CH:15]=1)([CH3:13])([CH3:11])[CH3:12]. (2) Given the reactants [CH3:1][O:2][C:3]1[CH:17]=[CH:16][C:6]([CH2:7]P(=O)(OCC)OCC)=[CH:5][C:4]=1[N+:18]([O-:20])=[O:19].[H-].[Na+].O=[C:24]1[CH2:29][CH2:28][CH2:27][N:26]([C:30]([O:32][C:33]([CH3:36])([CH3:35])[CH3:34])=[O:31])[CH2:25]1, predict the reaction product. The product is: [CH3:1][O:2][C:3]1[CH:17]=[CH:16][C:6]([CH:7]=[C:28]2[CH2:29][CH2:24][CH2:25][N:26]([C:30]([O:32][C:33]([CH3:36])([CH3:35])[CH3:34])=[O:31])[CH2:27]2)=[CH:5][C:4]=1[N+:18]([O-:20])=[O:19]. (3) Given the reactants [NH2:1][C:2]1[CH:3]=[CH:4][C:5]([C:18]2[C:19]([N:38]([CH3:43])[S:39]([CH3:42])(=[O:41])=[O:40])=[CH:20][C:21]3[O:25][C:24]([C:26]4[CH:31]=[CH:30][C:29]([F:32])=[CH:28][CH:27]=4)=[C:23]([C:33]([NH:35][CH3:36])=[O:34])[C:22]=3[CH:37]=2)=[N:6][C:7]=1[C:8]1[NH:9][C:10]2[C:15]([CH:16]=1)=[C:14]([F:17])[CH:13]=[CH:12][CH:11]=2.[CH3:44][O:45][CH:46]([O:52]C)[CH2:47][C:48](OC)=O.Cl.CCN(CC)CC, predict the reaction product. The product is: [F:17][C:14]1[C:15]2[CH:16]=[C:8]3[C:7]4[N:6]=[C:5]([C:18]5[C:19]([N:38]([CH3:43])[S:39]([CH3:42])(=[O:41])=[O:40])=[CH:20][C:21]6[O:25][C:24]([C:26]7[CH:27]=[CH:28][C:29]([F:32])=[CH:30][CH:31]=7)=[C:23]([C:33](=[O:34])[NH:35][CH3:36])[C:22]=6[CH:37]=5)[CH:4]=[CH:3][C:2]=4[NH:1][CH:48]([CH2:47][C:46]([O:45][CH3:44])=[O:52])[N:9]3[C:10]=2[CH:11]=[CH:12][CH:13]=1. (4) Given the reactants I[C:2]1[C:10]2[C:5](=[N:6][CH:7]=[CH:8][C:9]=2[CH3:11])[N:4]([CH2:12][O:13][CH2:14][CH2:15][Si:16]([CH3:19])([CH3:18])[CH3:17])[N:3]=1.CC1(C)C(C)(C)OB([C:28]2[CH2:33][CH2:32][N:31]([C:34]([O:36][C:37]([CH3:40])([CH3:39])[CH3:38])=[O:35])[CH2:30][CH:29]=2)O1, predict the reaction product. The product is: [CH3:11][C:9]1[CH:8]=[CH:7][N:6]=[C:5]2[N:4]([CH2:12][O:13][CH2:14][CH2:15][Si:16]([CH3:19])([CH3:18])[CH3:17])[N:3]=[C:2]([C:28]3[CH2:33][CH2:32][N:31]([C:34]([O:36][C:37]([CH3:40])([CH3:39])[CH3:38])=[O:35])[CH2:30][CH:29]=3)[C:10]=12. (5) Given the reactants [N:1]1[S:2][N:3]=[C:4]2[CH:9]=[C:8]([NH:10][C:11]3[N:22]=[CH:21][CH:20]=[CH:19][C:12]=3[C:13]([O:15][CH2:16]C#N)=[O:14])[CH:7]=[CH:6][C:5]=12.C(N(CC)CC)C, predict the reaction product. The product is: [N:1]1[S:2][N:3]=[C:4]2[CH:9]=[C:8]([NH:10][C:11]3[N:22]=[CH:21][CH:20]=[CH:19][C:12]=3[C:13]([O:15][CH3:16])=[O:14])[CH:7]=[CH:6][C:5]=12.